This data is from Forward reaction prediction with 1.9M reactions from USPTO patents (1976-2016). The task is: Predict the product of the given reaction. Given the reactants [F:1][C:2]([F:24])([F:23])[C:3]1[C:11]2[CH2:10][CH2:9][CH2:8][CH2:7][C:6]=2[N:5]([CH2:12][C:13]2[CH:14]=[C:15]([CH:20]=[CH:21][CH:22]=2)[C:16]([O:18]C)=[O:17])[N:4]=1.[OH-].[Na+], predict the reaction product. The product is: [F:24][C:2]([F:1])([F:23])[C:3]1[C:11]2[CH2:10][CH2:9][CH2:8][CH2:7][C:6]=2[N:5]([CH2:12][C:13]2[CH:14]=[C:15]([CH:20]=[CH:21][CH:22]=2)[C:16]([OH:18])=[O:17])[N:4]=1.